This data is from Reaction yield outcomes from USPTO patents with 853,638 reactions. The task is: Predict the reaction yield, written as a fraction of the theoretical maximum amount of product (1.0 means a 100% yield; for example, 0.34 means a 34% yield). (1) The reactants are [Cl:1][C:2]1[CH:7]=[CH:6][N:5]=[C:4]([NH2:8])[CH:3]=1.Cl[CH2:10][CH:11]=O.C(=O)([O-])O.[Na+]. The catalyst is O.C(O)C. The product is [Cl:1][C:2]1[CH:7]=[CH:6][N:5]2[CH:10]=[CH:11][N:8]=[C:4]2[CH:3]=1. The yield is 0.750. (2) The reactants are [CH3:1][O:2][C:3](=[O:18])[CH:4]([C:11]1[CH:16]=[CH:15][C:14](I)=[CH:13][CH:12]=1)[CH2:5][CH:6]1[CH2:10][CH2:9][CH2:8][CH2:7]1.[CH3:19][C:20]([OH:25])([CH2:23][CH3:24])[C:21]#[CH:22]. The catalyst is CN(C)C=O.C1C=CC(P(C2C=CC=CC=2)C2C=CC=CC=2)=CC=1.C1C=CC(P(C2C=CC=CC=2)C2C=CC=CC=2)=CC=1.Cl[Pd]Cl.C(N(CC)CC)C.[I-]. The product is [CH3:1][O:2][C:3](=[O:18])[CH:4]([C:11]1[CH:16]=[CH:15][C:14]([C:22]#[C:21][C:20]([OH:25])([CH3:19])[CH2:23][CH3:24])=[CH:13][CH:12]=1)[CH2:5][CH:6]1[CH2:10][CH2:9][CH2:8][CH2:7]1. The yield is 0.980. (3) The reactants are Cl.[CH3:2][C:3]1[NH:7][N:6]=[C:5]([CH2:8][C:9]([OH:11])=O)[CH:4]=1.[CH2:12]([C@H:19]1[CH2:23][NH:22][C@H:21]([C:24]([NH:26][C:27]2[CH:32]=[CH:31][C:30]([O:33][C:34]3[CH:39]=[CH:38][C:37]([F:40])=[CH:36][CH:35]=3)=[CH:29][CH:28]=2)=[O:25])[CH2:20]1)[C:13]1[CH:18]=[CH:17][CH:16]=[CH:15][CH:14]=1. No catalyst specified. The product is [CH2:12]([C@H:19]1[CH2:23][N:22]([C:9](=[O:11])[CH2:8][C:5]2[CH:4]=[C:3]([CH3:2])[NH:7][N:6]=2)[C@H:21]([C:24]([NH:26][C:27]2[CH:32]=[CH:31][C:30]([O:33][C:34]3[CH:35]=[CH:36][C:37]([F:40])=[CH:38][CH:39]=3)=[CH:29][CH:28]=2)=[O:25])[CH2:20]1)[C:13]1[CH:14]=[CH:15][CH:16]=[CH:17][CH:18]=1. The yield is 0.450. (4) The reactants are [Br:1][C:2]1[CH:9]=[CH:8][C:5]([CH2:6][OH:7])=[CH:4][CH:3]=1.[Li+].[Br-].[CH3:12][O:13][CH2:14]OC. No catalyst specified. The product is [CH3:12][O:13][CH2:14][O:7][CH2:6][C:5]1[CH:8]=[CH:9][C:2]([Br:1])=[CH:3][CH:4]=1. The yield is 0.810. (5) The reactants are C(=O)([O-])[O-].[K+].[K+].[F:7][C:8]1[CH:13]=[C:12]([N+:14]([O-:16])=[O:15])[CH:11]=[C:10]([F:17])[C:9]=1F.[CH2:19]([OH:26])[C:20]1[CH:25]=[CH:24][CH:23]=[CH:22][CH:21]=1. The catalyst is CN(C)C=O. The product is [CH2:19]([O:26][C:9]1[C:10]([F:17])=[CH:11][C:12]([N+:14]([O-:16])=[O:15])=[CH:13][C:8]=1[F:7])[C:20]1[CH:25]=[CH:24][CH:23]=[CH:22][CH:21]=1. The yield is 0.710. (6) The reactants are Cl[C:2]1[CH:7]=[C:6]([O:8][C:9]2[CH:10]=[N:11][C:12]([N+:15]([O-:17])=[O:16])=[CH:13][CH:14]=2)[CH:5]=[CH:4][N:3]=1.[C:18]([NH2:22])(=[O:21])[CH2:19][CH3:20].C([O-])([O-])=O.[Cs+].[Cs+]. The catalyst is O1CCOCC1.C1C=CC(P(C2C=CC=CC=2)[C-]2C=CC=C2)=CC=1.C1C=CC(P(C2C=CC=CC=2)[C-]2C=CC=C2)=CC=1.[Fe+2].C1C=CC(/C=C/C(/C=C/C2C=CC=CC=2)=O)=CC=1.C1C=CC(/C=C/C(/C=C/C2C=CC=CC=2)=O)=CC=1.C1C=CC(/C=C/C(/C=C/C2C=CC=CC=2)=O)=CC=1.[Pd].[Pd]. The product is [N+:15]([C:12]1[N:11]=[CH:10][C:9]([O:8][C:6]2[CH:5]=[CH:4][N:3]=[C:2]([NH:22][C:18](=[O:21])[CH2:19][CH3:20])[CH:7]=2)=[CH:14][CH:13]=1)([O-:17])=[O:16]. The yield is 0.450. (7) The product is [Br:1][C:2]1[CH:3]=[CH:4][C:5]([S:17]([CH:20]([CH3:22])[CH3:21])(=[O:19])=[O:18])=[C:6]([NH:8][C:9]2[C:14]([Cl:15])=[CH:13][N:12]=[C:11]([NH:36][C:33]3[CH:34]=[CH:35][C:30]([N:27]4[CH2:26][CH2:25][N:24]([CH3:23])[CH2:29][CH2:28]4)=[C:31]([CH:37]=[CH2:38])[CH:32]=3)[N:10]=2)[CH:7]=1. The reactants are [Br:1][C:2]1[CH:3]=[CH:4][C:5]([S:17]([CH:20]([CH3:22])[CH3:21])(=[O:19])=[O:18])=[C:6]([NH:8][C:9]2[C:14]([Cl:15])=[CH:13][N:12]=[C:11](Cl)[N:10]=2)[CH:7]=1.[CH3:23][N:24]1[CH2:29][CH2:28][N:27]([C:30]2[CH:35]=[CH:34][C:33]([NH2:36])=[CH:32][C:31]=2[CH:37]=[CH2:38])[CH2:26][CH2:25]1.CS(O)(=O)=O. The yield is 0.400. The catalyst is COCCO.